This data is from Reaction yield outcomes from USPTO patents with 853,638 reactions. The task is: Predict the reaction yield, written as a fraction of the theoretical maximum amount of product (1.0 means a 100% yield; for example, 0.34 means a 34% yield). (1) The reactants are [NH2:1][CH2:2][C:3]([OH:5])=[O:4].[CH2:6]([CH:8]([CH2:11][CH2:12][CH2:13][CH3:14])[CH2:9]O)[CH3:7].S(=O)(=O)(O)O. The catalyst is C1(C)C=CC=CC=1. The product is [NH2:1][CH2:2][C:3]([O:5][CH2:9][CH:8]([CH2:6][CH3:7])[CH2:11][CH2:12][CH2:13][CH3:14])=[O:4]. The yield is 0.870. (2) The reactants are C([N:4]([C:8]1[C:13](Br)=[CH:12][CH:11]=[CH:10][N:9]=1)C(=O)C)(=O)C.N1CCC[C@H]1C(O)=O.C(=O)([O-])[O-].[Cs+].[Cs+].[C:29]([O:35][C:36]([CH3:39])([CH3:38])[CH3:37])(=[O:34])[CH2:30][C:31]([CH3:33])=O. The catalyst is [Cu]I.O1CCOCC1. The product is [CH3:33][C:31]1[NH:4][C:8]2=[N:9][CH:10]=[CH:11][CH:12]=[C:13]2[C:30]=1[C:29]([O:35][C:36]([CH3:39])([CH3:38])[CH3:37])=[O:34]. The yield is 0.202.